Dataset: Catalyst prediction with 721,799 reactions and 888 catalyst types from USPTO. Task: Predict which catalyst facilitates the given reaction. (1) Reactant: [Cl:1][C:2]1[N:7]=[C:6]([CH2:8][C:9]([C:11]2[CH:16]=[C:15]([O:17][CH3:18])[CH:14]=[CH:13][N:12]=2)=O)[CH:5]=[CH:4][N:3]=1.C1C(=O)N(Br)C(=O)C1.[CH2:27]([NH:29][C:30]([NH2:32])=[S:31])[CH3:28]. Product: [Cl:1][C:2]1[N:7]=[C:6]([C:8]2[S:31][C:30]([NH:29][CH2:27][CH3:28])=[N:32][C:9]=2[C:11]2[CH:16]=[C:15]([O:17][CH3:18])[CH:14]=[CH:13][N:12]=2)[CH:5]=[CH:4][N:3]=1. The catalyst class is: 2. (2) The catalyst class is: 10. Product: [Br:15][C:3]1[CH:2]=[CH:1][C:13]2[NH:12][C:11]3[C:6]([C:5]=2[C:4]=1[OH:14])=[CH:7][CH:8]=[CH:9][CH:10]=3. Reactant: [CH:1]1[C:13]2[NH:12][C:11]3[C:6](=[CH:7][CH:8]=[CH:9][CH:10]=3)[C:5]=2[C:4]([OH:14])=[CH:3][CH:2]=1.[Br:15]N1C(=O)CCC1=O. (3) Reactant: [Cl:1][C:2]1[CH:10]=[C:9]([OH:11])[C:8]([Cl:12])=[CH:7][C:3]=1[C:4]([OH:6])=O.[Cl:13][C:14]1[C:15]2[N:16]([CH:24]=[C:25]([C:27]([NH:29][NH2:30])=[O:28])[N:26]=2)[CH:17]=[C:18]([C:20]([F:23])([F:22])[F:21])[CH:19]=1.[CH3:31]CN=C=NCCCN(C)C.Cl.C1C=CC2N(O)N=NC=2C=1. Product: [Cl:13][C:14]1[C:15]2[N:16]([CH:24]=[C:25]([C:27]([NH:29][NH:30][C:4](=[O:6])[C:3]3[CH:7]=[C:8]([Cl:12])[C:9]([O:11][CH3:31])=[CH:10][C:2]=3[Cl:1])=[O:28])[N:26]=2)[CH:17]=[C:18]([C:20]([F:21])([F:22])[F:23])[CH:19]=1. The catalyst class is: 3. (4) Reactant: [CH2:1]1[CH:6]2[CH2:7][C:8]3([C:10]([OH:12])=O)[CH2:9][CH:2]1[CH2:3][CH:4]3[CH2:5]2.[S:13]1[CH:17]=[CH:16][CH:15]=[C:14]1[CH2:18]N.[CH2:20]([N:22](CC)CC)C.CCN=C=NCCCN(C)C. Product: [S:13]1[CH:17]=[CH:16][CH:15]=[C:14]1[CH2:18][CH2:20][NH:22][C:10]([C:8]12[CH2:7][CH:6]3[CH2:1][CH:2]([CH2:3][CH:4]1[CH2:5]3)[CH2:9]2)=[O:12]. The catalyst class is: 64. (5) Product: [CH2:1]([O:3][C:4](=[O:24])[CH2:5][CH2:6][N:7]1[CH:11]=[CH:10][N:9]=[C:8]1[CH2:12][CH2:13][C:14]([OH:16])=[O:15])[CH3:2]. The catalyst class is: 178. Reactant: [CH2:1]([O:3][C:4](=[O:24])[CH2:5][CH2:6][N:7]1[CH:11]=[CH:10][N:9]=[C:8]1/[CH:12]=[CH:13]/[C:14]([O:16]CC1C=CC=CC=1)=[O:15])[CH3:2]. (6) Reactant: Br[CH2:2][C:3]([C:5]1[N:6]([S:11]([C:14]2[CH:19]=[CH:18][C:17]([CH3:20])=[CH:16][CH:15]=2)(=[O:13])=[O:12])[CH:7]=[C:8]([F:10])[CH:9]=1)=O.[CH2:21]([O:28][C:29]([N:31]1[CH2:36][CH2:35][CH2:34][C@H:33]([C:37](=[O:39])[NH2:38])[CH2:32]1)=[O:30])[C:22]1[CH:27]=[CH:26][CH:25]=[CH:24][CH:23]=1. Product: [CH2:21]([O:28][C:29]([N:31]1[CH2:36][CH2:35][CH2:34][C@H:33]([C:37]2[O:39][CH:2]=[C:3]([C:5]3[N:6]([S:11]([C:14]4[CH:19]=[CH:18][C:17]([CH3:20])=[CH:16][CH:15]=4)(=[O:13])=[O:12])[CH:7]=[C:8]([F:10])[CH:9]=3)[N:38]=2)[CH2:32]1)=[O:30])[C:22]1[CH:23]=[CH:24][CH:25]=[CH:26][CH:27]=1. The catalyst class is: 4. (7) Reactant: Cl.[O:2]1[C:6]2[CH:7]=[CH:8][CH:9]=[C:10]([C:11]3[CH2:12][CH2:13][NH:14][CH2:15][CH:16]=3)[C:5]=2[O:4][CH2:3]1.C([O-])=O.[NH4+]. Product: [O:2]1[C:6]2[CH:7]=[CH:8][CH:9]=[C:10]([CH:11]3[CH2:12][CH2:13][NH:14][CH2:15][CH2:16]3)[C:5]=2[O:4][CH2:3]1. The catalyst class is: 19. (8) Reactant: Br[C:2]1[C:7]([NH2:8])=[CH:6][C:5]([Br:9])=[CH:4][N:3]=1.[C:10]1(B2OC(C)(C)C(C)(C)O2)[CH2:15][CH2:14][CH2:13][CH2:12][CH:11]=1.C(=O)([O-])[O-].[Na+].[Na+]. Product: [Br:9][C:5]1[CH:6]=[C:7]([NH2:8])[C:2]([C:10]2[CH2:15][CH2:14][CH2:13][CH2:12][CH:11]=2)=[N:3][CH:4]=1. The catalyst class is: 460.